Dataset: NCI-60 drug combinations with 297,098 pairs across 59 cell lines. Task: Regression. Given two drug SMILES strings and cell line genomic features, predict the synergy score measuring deviation from expected non-interaction effect. (1) Drug 1: C1=CN(C(=O)N=C1N)C2C(C(C(O2)CO)O)O.Cl. Drug 2: C1CN1C2=NC(=NC(=N2)N3CC3)N4CC4. Cell line: ACHN. Synergy scores: CSS=72.0, Synergy_ZIP=2.86, Synergy_Bliss=2.89, Synergy_Loewe=1.84, Synergy_HSA=6.37. (2) Drug 1: C1CNP(=O)(OC1)N(CCCl)CCCl. Drug 2: CC1C(C(CC(O1)OC2CC(CC3=C2C(=C4C(=C3O)C(=O)C5=C(C4=O)C(=CC=C5)OC)O)(C(=O)CO)O)N)O.Cl. Cell line: HCT-15. Synergy scores: CSS=25.4, Synergy_ZIP=0.996, Synergy_Bliss=1.22, Synergy_Loewe=-33.8, Synergy_HSA=0.462. (3) Drug 1: CC1C(C(CC(O1)OC2CC(CC3=C2C(=C4C(=C3O)C(=O)C5=C(C4=O)C(=CC=C5)OC)O)(C(=O)C)O)N)O.Cl. Drug 2: CC1=C2C(C(=O)C3(C(CC4C(C3C(C(C2(C)C)(CC1OC(=O)C(C(C5=CC=CC=C5)NC(=O)C6=CC=CC=C6)O)O)OC(=O)C7=CC=CC=C7)(CO4)OC(=O)C)O)C)OC(=O)C. Cell line: OVCAR-5. Synergy scores: CSS=34.6, Synergy_ZIP=-4.07, Synergy_Bliss=-0.942, Synergy_Loewe=-12.0, Synergy_HSA=-1.22. (4) Drug 1: CC1=C2C(C(=O)C3(C(CC4C(C3C(C(C2(C)C)(CC1OC(=O)C(C(C5=CC=CC=C5)NC(=O)C6=CC=CC=C6)O)O)OC(=O)C7=CC=CC=C7)(CO4)OC(=O)C)O)C)OC(=O)C. Drug 2: CC1=C(N=C(N=C1N)C(CC(=O)N)NCC(C(=O)N)N)C(=O)NC(C(C2=CN=CN2)OC3C(C(C(C(O3)CO)O)O)OC4C(C(C(C(O4)CO)O)OC(=O)N)O)C(=O)NC(C)C(C(C)C(=O)NC(C(C)O)C(=O)NCCC5=NC(=CS5)C6=NC(=CS6)C(=O)NCCC[S+](C)C)O. Cell line: OVCAR-8. Synergy scores: CSS=37.0, Synergy_ZIP=-1.34, Synergy_Bliss=5.35, Synergy_Loewe=2.49, Synergy_HSA=7.45. (5) Drug 1: C1CCC(C1)C(CC#N)N2C=C(C=N2)C3=C4C=CNC4=NC=N3. Drug 2: CS(=O)(=O)C1=CC(=C(C=C1)C(=O)NC2=CC(=C(C=C2)Cl)C3=CC=CC=N3)Cl. Cell line: BT-549. Synergy scores: CSS=2.51, Synergy_ZIP=0.799, Synergy_Bliss=3.38, Synergy_Loewe=-0.207, Synergy_HSA=0.164. (6) Drug 1: C1C(C(OC1N2C=NC3=C2NC=NCC3O)CO)O. Drug 2: CCC1(C2=C(COC1=O)C(=O)N3CC4=CC5=C(C=CC(=C5CN(C)C)O)N=C4C3=C2)O.Cl. Cell line: 786-0. Synergy scores: CSS=20.5, Synergy_ZIP=-0.693, Synergy_Bliss=-2.23, Synergy_Loewe=-34.0, Synergy_HSA=-2.25. (7) Drug 1: C1=NC2=C(N=C(N=C2N1C3C(C(C(O3)CO)O)O)F)N. Drug 2: C1=CN(C=N1)CC(O)(P(=O)(O)O)P(=O)(O)O. Cell line: K-562. Synergy scores: CSS=10.5, Synergy_ZIP=-3.88, Synergy_Bliss=-6.82, Synergy_Loewe=1.45, Synergy_HSA=-5.42.